Dataset: Reaction yield outcomes from USPTO patents with 853,638 reactions. Task: Predict the reaction yield, written as a fraction of the theoretical maximum amount of product (1.0 means a 100% yield; for example, 0.34 means a 34% yield). (1) The reactants are [OH:1][CH:2]1[CH2:11][C:10]2[C:9]([NH:12][C:13](=[O:21])[C:14]3[CH:19]=[CH:18][C:17](I)=[CH:16][CH:15]=3)=[CH:8][CH:7]=[CH:6][C:5]=2[CH2:4][CH2:3]1.CN(C=O)C.[F:27][C:28]1[CH:29]=[C:30](B(O)O)[CH:31]=[CH:32][C:33]=1[F:34].C(=O)([O-])[O-].[Na+].[Na+]. The catalyst is [Pd].C1(P(C2C=CC=CC=2)C2C=CC=CC=2)C=CC=CC=1.C1(P(C2C=CC=CC=2)C2C=CC=CC=2)C=CC=CC=1.C1(P(C2C=CC=CC=2)C2C=CC=CC=2)C=CC=CC=1.C1(P(C2C=CC=CC=2)C2C=CC=CC=2)C=CC=CC=1.O. The product is [F:27][C:28]1[CH:29]=[C:30]([C:17]2[CH:18]=[CH:19][C:14]([C:13]([NH:12][C:9]3[C:10]4[CH2:11][CH:2]([OH:1])[CH2:3][CH2:4][C:5]=4[CH:6]=[CH:7][CH:8]=3)=[O:21])=[CH:15][CH:16]=2)[CH:31]=[CH:32][C:33]=1[F:34]. The yield is 0.540. (2) The reactants are [CH3:1][N:2]1[CH2:15][CH2:14][C:5]2[NH:6][C:7]3[CH:8]=[CH:9][C:10]([CH3:13])=[CH:11][C:12]=3[C:4]=2[CH2:3]1.[OH-].[K+].[CH3:18][C:19]1[N:24]=[CH:23][C:22]([CH:25]=[CH2:26])=[CH:21][N:20]=1. The catalyst is CN1CCCC1=O.O. The product is [CH3:1][N:2]1[CH2:15][CH2:14][C:5]2[N:6]([CH2:26][CH2:25][C:22]3[CH:21]=[N:20][C:19]([CH3:18])=[N:24][CH:23]=3)[C:7]3[CH:8]=[CH:9][C:10]([CH3:13])=[CH:11][C:12]=3[C:4]=2[CH2:3]1. The yield is 0.160. (3) The reactants are [CH2:1]([O:3][C:4]([C:6]1[NH:7][C:8]2[C:13]([C:14](=[O:18])[C:15]=1[O:16][CH3:17])=[CH:12][CH:11]=[CH:10][CH:9]=2)=[O:5])[CH3:2].[C:19](=O)([O-])[O-].[K+].[K+].IC. The catalyst is CN(C)C=O. The product is [CH2:1]([O:3][C:4]([C:6]1[C:15]([O:16][CH3:17])=[C:14]([O:18][CH3:19])[C:13]2[C:8](=[CH:9][CH:10]=[CH:11][CH:12]=2)[N:7]=1)=[O:5])[CH3:2].[CH2:1]([O:3][C:4]([C:6]1[N:7]([CH3:19])[C:8]2[C:13]([C:14](=[O:18])[C:15]=1[O:16][CH3:17])=[CH:12][CH:11]=[CH:10][CH:9]=2)=[O:5])[CH3:2]. The yield is 0.341. (4) The reactants are [F:1][C:2]([F:26])([F:25])[O:3][C:4]1[CH:9]=[CH:8][C:7]([N:10]2[CH:14]=[N:13][C:12]([C:15]3[CH:24]=[CH:23][C:18]([C:19]([O:21]C)=[O:20])=[CH:17][CH:16]=3)=[N:11]2)=[CH:6][CH:5]=1.[OH-].[Li+]. The catalyst is C1COCC1.O.C(Cl)Cl. The product is [F:26][C:2]([F:1])([F:25])[O:3][C:4]1[CH:5]=[CH:6][C:7]([N:10]2[CH:14]=[N:13][C:12]([C:15]3[CH:24]=[CH:23][C:18]([C:19]([OH:21])=[O:20])=[CH:17][CH:16]=3)=[N:11]2)=[CH:8][CH:9]=1. The yield is 0.910. (5) The reactants are [Cl:1][C:2]1[CH:3]=[C:4]([CH2:16][OH:17])[CH:5]=[N:6][C:7]=1[NH:8][C:9]1[CH:14]=[CH:13][C:12]([Cl:15])=[CH:11][CH:10]=1.[Cr](Cl)([O-])(=O)=O.[NH+]1C=CC=CC=1. The catalyst is C(Cl)Cl.CCOC(C)=O. The product is [Cl:1][C:2]1[CH:3]=[C:4]([CH:16]=[O:17])[CH:5]=[N:6][C:7]=1[NH:8][C:9]1[CH:10]=[CH:11][C:12]([Cl:15])=[CH:13][CH:14]=1. The yield is 0.510. (6) The reactants are [Cl:1][C:2]1[CH:3]=[C:4]([CH2:9][N:10]2[CH:14]=[C:13]([C:15]([NH:17][C:18]3[S:19][C:20]([C:23](O)=[O:24])=[CH:21][N:22]=3)=[O:16])[N:12]=[N:11]2)[CH:5]=[CH:6][C:7]=1[Cl:8].[NH2:26][CH2:27][CH2:28][OH:29].CN(C(ON1N=NC2C=CC=NC1=2)=[N+](C)C)C.F[P-](F)(F)(F)(F)F.CCN(C(C)C)C(C)C. The catalyst is CN(C=O)C. The product is [Cl:1][C:2]1[CH:3]=[C:4]([CH2:9][N:10]2[CH:14]=[C:13]([C:15]([NH:17][C:18]3[S:19][C:20]([C:23]([NH:26][CH2:27][CH2:28][OH:29])=[O:24])=[CH:21][N:22]=3)=[O:16])[N:12]=[N:11]2)[CH:5]=[CH:6][C:7]=1[Cl:8]. The yield is 0.300. (7) The reactants are [F:1][C:2]([F:15])([F:14])[C:3]1[CH:8]=[CH:7][C:6]([C:9]2[CH:13]=[CH:12][NH:11][N:10]=2)=[CH:5][CH:4]=1.[CH3:16][C:17]([CH3:22])([CH3:21])[CH:18]1[O:20][CH2:19]1.C(N(CC)CC)C. The catalyst is C(O)(C)C. The product is [CH3:16][C:17]([CH3:22])([CH3:21])[CH:18]([OH:20])[CH2:19][N:11]1[CH:12]=[CH:13][C:9]([C:6]2[CH:5]=[CH:4][C:3]([C:2]([F:1])([F:14])[F:15])=[CH:8][CH:7]=2)=[N:10]1. The yield is 0.590.